Dataset: Reaction yield outcomes from USPTO patents with 853,638 reactions. Task: Predict the reaction yield, written as a fraction of the theoretical maximum amount of product (1.0 means a 100% yield; for example, 0.34 means a 34% yield). (1) The reactants are [F:1][C:2]1[CH:7]=[CH:6][C:5]([F:8])=[CH:4][C:3]=1B(O)O.Br[C:13]1[CH:25]=[CH:24][C:16]([C:17]([O:19][C:20]([CH3:23])([CH3:22])[CH3:21])=[O:18])=[CH:15][N:14]=1. The catalyst is C1(P(C2C=CC=CC=2)C2C=CC=CC=2)C=CC=CC=1.C1(P(C2C=CC=CC=2)C2C=CC=CC=2)C=CC=CC=1.C1(P(C2C=CC=CC=2)C2C=CC=CC=2)C=CC=CC=1.C1(P(C2C=CC=CC=2)C2C=CC=CC=2)C=CC=CC=1.[Pd]. The product is [F:1][C:2]1[CH:7]=[CH:6][C:5]([F:8])=[CH:4][C:3]=1[C:13]1[CH:25]=[CH:24][C:16]([C:17]([O:19][C:20]([CH3:21])([CH3:22])[CH3:23])=[O:18])=[CH:15][N:14]=1. The yield is 0.400. (2) The reactants are [CH:1]12[CH2:7][CH:4]([CH:5]=[CH:6]1)[C:3](=[O:8])[NH:2]2.N1C=CC=CC=1.[C:15](Cl)(=[O:19])[CH2:16][CH2:17][CH3:18].O. The catalyst is C(#N)C. The product is [C:15]([N:2]1[C:3](=[O:8])[CH:4]2[CH2:7][CH:1]1[CH:6]=[CH:5]2)(=[O:19])[CH2:16][CH2:17][CH3:18]. The yield is 0.850. (3) The reactants are [CH2:1]([O:8][C:9]([NH:11][C:12]1[CH:16]=[CH:15][S:14][C:13]=1[C:17]([OH:19])=O)=[O:10])[C:2]1[CH:7]=[CH:6][CH:5]=[CH:4][CH:3]=1.[CH3:20][C:21]1[O:25][N:24]=[C:23]([NH2:26])[CH:22]=1. No catalyst specified. The product is [CH2:1]([O:8][C:9](=[O:10])[NH:11][C:12]1[CH:16]=[CH:15][S:14][C:13]=1[C:17]([NH:26][C:23]1[CH:22]=[C:21]([CH3:20])[O:25][N:24]=1)=[O:19])[C:2]1[CH:3]=[CH:4][CH:5]=[CH:6][CH:7]=1. The yield is 0.580. (4) The reactants are [F:1][C:2]1[C:3]([NH2:17])=[N:4][C:5]([O:8][CH2:9][C:10]2[CH:15]=[CH:14][C:13]([F:16])=[CH:12][CH:11]=2)=[N:6][CH:7]=1.[H-].[Na+].[P:20](Cl)([O:25][CH2:26][CH3:27])([O:22][CH2:23][CH3:24])=[O:21]. The catalyst is C1COCC1. The product is [CH2:23]([O:22][P:20]([NH:17][C:3]1[C:2]([F:1])=[CH:7][N:6]=[C:5]([O:8][CH2:9][C:10]2[CH:11]=[CH:12][C:13]([F:16])=[CH:14][CH:15]=2)[N:4]=1)(=[O:21])[O:25][CH2:26][CH3:27])[CH3:24]. The yield is 0.110. (5) The reactants are [CH2:1]([CH:5]1[CH2:9][NH:8][C:7](=[O:10])[CH2:6]1)[CH2:2][CH2:3][CH3:4].C(N(CC)CC)C.[C:18](O[C:18]([O:20][C:21]([CH3:24])([CH3:23])[CH3:22])=[O:19])([O:20][C:21]([CH3:24])([CH3:23])[CH3:22])=[O:19]. The catalyst is C(#N)C.CN(C)C1C=CN=CC=1. The product is [C:21]([O:20][C:18]([N:8]1[CH2:9][CH:5]([CH2:1][CH2:2][CH2:3][CH3:4])[CH2:6][C:7]1=[O:10])=[O:19])([CH3:24])([CH3:23])[CH3:22]. The yield is 0.750.